This data is from Catalyst prediction with 721,799 reactions and 888 catalyst types from USPTO. The task is: Predict which catalyst facilitates the given reaction. (1) Reactant: [NH:1]1[CH:5]=[N:4][CH:3]=[N:2]1.[H-].[Na+].[CH2:8]([N:15]1[CH2:20][CH2:19][N:18]([CH2:21][C:22]2[CH:27]=[CH:26][CH:25]=[CH:24][CH:23]=2)[CH2:17][CH:16]1[CH2:28]Cl)[C:9]1[CH:14]=[CH:13][CH:12]=[CH:11][CH:10]=1. Product: [CH2:8]([N:15]1[CH2:20][CH2:19][N:18]([CH2:21][C:22]2[CH:27]=[CH:26][CH:25]=[CH:24][CH:23]=2)[CH2:17][CH:16]1[CH2:28][N:1]1[CH:5]=[N:4][CH:3]=[N:2]1)[C:9]1[CH:10]=[CH:11][CH:12]=[CH:13][CH:14]=1. The catalyst class is: 31. (2) Reactant: Cl.[F:2][C:3]1[CH:11]=[CH:10][CH:9]=[C:8]2[C:4]=1[CH:5]([CH2:15][CH2:16][C:17]1([F:27])[CH2:26][CH2:25][C:20]3(OCC[O:21]3)[CH2:19][CH2:18]1)[N:6]1[CH:14]=[N:13][CH:12]=[C:7]12.C([O-])(O)=O.[Na+]. Product: [F:27][C:17]1([CH2:16][CH2:15][CH:5]2[C:4]3[C:8](=[CH:9][CH:10]=[CH:11][C:3]=3[F:2])[C:7]3=[CH:12][N:13]=[CH:14][N:6]23)[CH2:26][CH2:25][C:20](=[O:21])[CH2:19][CH2:18]1. The catalyst class is: 1. (3) Reactant: [Br:1][C:2]1[CH:3]=[C:4]2[C:8](=[CH:9][CH:10]=1)[NH:7][C:6]([C:11]([O:13][CH2:14][CH3:15])=[O:12])=[CH:5]2.[H-].[Na+].[CH:18]([C:21]1[CH:28]=[CH:27][C:24]([CH2:25]Br)=[CH:23][CH:22]=1)([CH3:20])[CH3:19]. Product: [Br:1][C:2]1[CH:3]=[C:4]2[C:8](=[CH:9][CH:10]=1)[N:7]([CH2:25][C:24]1[CH:27]=[CH:28][C:21]([CH:18]([CH3:20])[CH3:19])=[CH:22][CH:23]=1)[C:6]([C:11]([O:13][CH2:14][CH3:15])=[O:12])=[CH:5]2. The catalyst class is: 3. (4) Reactant: [Cl:1][C:2]1[CH:3]=[C:4]([NH:9][C:10]([N:12]2[CH2:17][CH2:16][N:15]([CH2:18][CH:19]3[CH2:23][CH2:22][N:21](C(OC(C)(C)C)=O)[CH2:20]3)[CH2:14][CH2:13]2)=[O:11])[CH:5]=[CH:6][C:7]=1[Cl:8]. Product: [Cl:1][C:2]1[CH:3]=[C:4]([NH:9][C:10]([N:12]2[CH2:17][CH2:16][N:15]([CH2:18][CH:19]3[CH2:23][CH2:22][NH:21][CH2:20]3)[CH2:14][CH2:13]2)=[O:11])[CH:5]=[CH:6][C:7]=1[Cl:8]. The catalyst class is: 330. (5) Reactant: [F:1][C:2]1[CH:3]=[CH:4][C:5]([OH:28])=[C:6]([C:8]2[CH:13]=[CH:12][CH:11]=[C:10]([S:14]([NH:17][C:18]3[CH:26]=[CH:25][C:21]([C:22]([OH:24])=[O:23])=[C:20]([OH:27])[CH:19]=3)(=[O:16])=[O:15])[CH:9]=2)[CH:7]=1.[CH3:29][O:30][CH2:31][CH:32](O)[CH3:33].S(=O)(=O)(O)O. Product: [F:1][C:2]1[CH:3]=[CH:4][C:5]([OH:28])=[C:6]([C:8]2[CH:13]=[CH:12][CH:11]=[C:10]([S:14]([NH:17][C:18]3[CH:26]=[CH:25][C:21]([C:22]([O:24][CH:32]([CH3:33])[CH2:31][O:30][CH3:29])=[O:23])=[C:20]([OH:27])[CH:19]=3)(=[O:15])=[O:16])[CH:9]=2)[CH:7]=1. The catalyst class is: 23. (6) Reactant: I[CH2:2][CH2:3][C:4]1[CH:13]=[CH:12][C:7]([C:8]([O:10][CH3:11])=[O:9])=[CH:6][CH:5]=1.C(=O)([O-])[O-].[Na+].[Na+].[F:20][C:21]([F:63])([F:62])[C:22]1[CH:27]=[CH:26][C:25]([CH2:28][CH2:29][C:30]2[CH:61]=[CH:60][C:33]([CH2:34][O:35][C:36]3[CH:41]=[CH:40][CH:39]=[CH:38][C:37]=3[CH2:42][CH2:43][NH:44][CH:45]3[CH2:54][CH2:53][CH2:52][C:51]4[N:50]=[C:49]([C:55]([O:57][CH2:58][CH3:59])=[O:56])[CH:48]=[CH:47][C:46]3=4)=[CH:32][CH:31]=2)=[CH:24][CH:23]=1. Product: [CH3:11][O:10][C:8]([C:7]1[CH:12]=[CH:13][C:4]([CH2:3][CH2:2][N:44]([CH2:43][CH2:42][C:37]2[CH:38]=[CH:39][CH:40]=[CH:41][C:36]=2[O:35][CH2:34][C:33]2[CH:32]=[CH:31][C:30]([CH2:29][CH2:28][C:25]3[CH:26]=[CH:27][C:22]([C:21]([F:63])([F:20])[F:62])=[CH:23][CH:24]=3)=[CH:61][CH:60]=2)[CH:45]2[CH2:54][CH2:53][CH2:52][C:51]3[N:50]=[C:49]([C:55]([O:57][CH2:58][CH3:59])=[O:56])[CH:48]=[CH:47][C:46]2=3)=[CH:5][CH:6]=1)=[O:9]. The catalyst class is: 10. (7) Reactant: [CH3:1][O:2][C:3](=[O:18])[C:4]1[CH:9]=[C:8]([Cl:10])[C:7]([O:11][CH3:12])=[CH:6][C:5]=1[O:13][CH2:14][CH2:15][CH2:16]Br.C([O-])([O-])=O.[K+].[K+].[Cl:25][C:26]1[CH:31]=[CH:30][C:29]([C:32]2([OH:37])[CH2:36][CH2:35][NH:34][CH2:33]2)=[CH:28][CH:27]=1. Product: [CH3:1][O:2][C:3](=[O:18])[C:4]1[CH:9]=[C:8]([Cl:10])[C:7]([O:11][CH3:12])=[CH:6][C:5]=1[O:13][CH2:14][CH2:15][CH2:16][N:34]1[CH2:35][CH2:36][C:32]([C:29]2[CH:30]=[CH:31][C:26]([Cl:25])=[CH:27][CH:28]=2)([OH:37])[CH2:33]1. The catalyst class is: 18. (8) Reactant: [Br:1][C:2]1[N:3]=[C:4]2[CH:9]=[C:8]([CH3:10])[CH:7]=[CH:6][N:5]2[CH:11]=1.[I:12]N1C(=O)CCC1=O. Product: [Br:1][C:2]1[N:3]=[C:4]2[CH:9]=[C:8]([CH3:10])[CH:7]=[CH:6][N:5]2[C:11]=1[I:12]. The catalyst class is: 10.